From a dataset of Catalyst prediction with 721,799 reactions and 888 catalyst types from USPTO. Predict which catalyst facilitates the given reaction. (1) Reactant: [CH3:1][C:2]1[C@@H:19](OC([C@H](O)[C@@H](NC(OC(C)(C)C)=O)C2C=CC=CC=2)=O)[CH2:18][C@:14]2(O)[C:15]([CH3:17])([CH3:16])[C:3]=1[C@@H:4](O)[C:5]([C@@:7]1([CH3:57])[C@H:12]([C@@H:13]2OC(C2C=CC=CC=2)=O)[C@:11]2(OC(C)=O)[CH2:50]O[C@@H:10]2[CH2:9][C@@H:8]1O)=O. Product: [CH3:50][C@H:11]1[C@H:12]2[CH2:13][C@H:14]3[C:15]([CH3:16])([CH3:17])[C@@H:3]([CH2:4][CH2:5][C@:7]2([CH3:57])[CH2:8][CH2:9][CH2:10]1)[C@H:2]([CH3:1])[CH2:19][CH2:18]3. The catalyst class is: 15. (2) Reactant: Cl[C:2]1[CH:7]=[C:6]([N:8]2[CH2:12][CH2:11][CH2:10][C@H:9]2[C:13]([F:16])([F:15])[F:14])[N:5]=[C:4]([NH:17][CH3:18])[N:3]=1.[C:19]([C:21]1[CH:26]=[CH:25][C:24](B(O)O)=[CH:23][C:22]=1[F:30])#[N:20].C([O-])(O)=O.[Na+]. Product: [F:30][C:22]1[CH:23]=[C:24]([C:2]2[CH:7]=[C:6]([N:8]3[CH2:12][CH2:11][CH2:10][C@H:9]3[C:13]([F:16])([F:15])[F:14])[N:5]=[C:4]([NH:17][CH3:18])[N:3]=2)[CH:25]=[CH:26][C:21]=1[C:19]#[N:20]. The catalyst class is: 77.